Dataset: Forward reaction prediction with 1.9M reactions from USPTO patents (1976-2016). Task: Predict the product of the given reaction. (1) Given the reactants [C:1]([O:5][C:6](=[O:38])[N:7]([C@H:9]([C:11](=[O:37])[NH:12][C@@H:13]1[C:19](=[O:20])[N:18]([CH2:21][C:22]2[C:31]3[C:26](=[CH:27][CH:28]=[C:29](Br)[CH:30]=3)[CH:25]=[CH:24][CH:23]=2)[C:17]2[CH:33]=[CH:34][CH:35]=[CH:36][C:16]=2[CH2:15][CH2:14]1)[CH3:10])[CH3:8])([CH3:4])([CH3:3])[CH3:2].[CH3:39][N:40](C=O)C, predict the reaction product. The product is: [C:1]([O:5][C:6](=[O:38])[N:7]([C@H:9]([C:11](=[O:37])[NH:12][C@@H:13]1[C:19](=[O:20])[N:18]([CH2:21][C:22]2[C:31]3[C:26](=[CH:27][CH:28]=[C:29]([C:39]#[N:40])[CH:30]=3)[CH:25]=[CH:24][CH:23]=2)[C:17]2[CH:33]=[CH:34][CH:35]=[CH:36][C:16]=2[CH2:15][CH2:14]1)[CH3:10])[CH3:8])([CH3:4])([CH3:3])[CH3:2]. (2) Given the reactants [F:1][C:2]1[CH:3]=[C:4]([CH2:19][OH:20])[CH:5]=[CH:6][C:7]=1[O:8][C:9]1[CH:14]=[CH:13][CH:12]=[C:11]([C:15]([F:18])([F:17])[F:16])[N:10]=1.Cl[C:22]1[CH:32]=[C:26]2[N:27]([CH3:31])[CH2:28][CH2:29][CH2:30][N:25]2[C:24](=[O:33])[N:23]=1, predict the reaction product. The product is: [F:1][C:2]1[CH:3]=[C:4]([CH:5]=[CH:6][C:7]=1[O:8][C:9]1[CH:14]=[CH:13][CH:12]=[C:11]([C:15]([F:16])([F:17])[F:18])[N:10]=1)[CH2:19][O:20][C:22]1[CH:32]=[C:26]2[N:27]([CH3:31])[CH2:28][CH2:29][CH2:30][N:25]2[C:24](=[O:33])[N:23]=1. (3) Given the reactants [N+:1]([C:4]1[CH:9]=[CH:8][C:7]([C:10]2[N:14]=[C:13](C(OCC)=O)[S:12][N:11]=2)=[CH:6][CH:5]=1)([O-])=O.Cl, predict the reaction product. The product is: [S:12]1[CH:13]=[N:14][C:10]([C:7]2[CH:8]=[CH:9][C:4]([NH2:1])=[CH:5][CH:6]=2)=[N:11]1. (4) Given the reactants C([O:3][C:4]([C:6]1[CH:39]=[CH:38][C:9]([O:10][C:11]2[CH:12]=[C:13]([CH:29]=[C:30]([O:32][C@@H:33]([CH3:37])[CH2:34][O:35][CH3:36])[CH:31]=2)[C:14]([NH:16][C:17]2[CH:21]=[CH:20][N:19](C(OC(C)(C)C)=O)[N:18]=2)=[O:15])=[CH:8][CH:7]=1)=[O:5])C.[OH-].[Na+], predict the reaction product. The product is: [CH3:36][O:35][CH2:34][C@H:33]([CH3:37])[O:32][C:30]1[CH:31]=[C:11]([CH:12]=[C:13]([C:14]([NH:16][C:17]2[CH:21]=[CH:20][NH:19][N:18]=2)=[O:15])[CH:29]=1)[O:10][C:9]1[CH:8]=[CH:7][C:6]([C:4]([OH:5])=[O:3])=[CH:39][CH:38]=1.